Dataset: Catalyst prediction with 721,799 reactions and 888 catalyst types from USPTO. Task: Predict which catalyst facilitates the given reaction. (1) Reactant: [NH:1]1[CH:5]=[N:4][CH:3]=[N:2]1.[F:6][C:7]1[C:12]([B:13]([C:25]2[C:30]([F:31])=[C:29]([F:32])[C:28]([F:33])=[C:27]([F:34])[C:26]=2[F:35])[C:14]2[C:19]([F:20])=[C:18]([F:21])[C:17]([F:22])=[C:16]([F:23])[C:15]=2[F:24])=[C:11]([F:36])[C:10]([F:37])=[C:9]([F:38])[C:8]=1[F:39].[CH2:40]([N:58]([CH2:60][CH2:61][CH2:62][CH2:63][CH2:64][CH2:65][CH2:66][CH2:67][CH2:68][CH2:69][CH2:70][CH2:71][CH2:72][CH2:73][CH2:74][CH2:75][CH2:76][CH3:77])[CH3:59])[CH2:41][CH2:42][CH2:43][CH2:44][CH2:45][CH2:46][CH2:47][CH2:48][CH2:49][CH2:50][CH2:51][CH2:52][CH2:53][CH2:54][CH2:55][CH2:56][CH3:57]. Product: [F:31][C:30]1[C:25]([B:13]([C:12]2[C:7]([F:6])=[C:8]([F:39])[C:9]([F:38])=[C:10]([F:37])[C:11]=2[F:36])[C:14]2[C:15]([F:24])=[C:16]([F:23])[C:17]([F:22])=[C:18]([F:21])[C:19]=2[F:20])=[C:26]([F:35])[C:27]([F:34])=[C:28]([F:33])[C:29]=1[F:32].[F:31][C:30]1[C:25]([B:13]([C:12]2[C:7]([F:6])=[C:8]([F:39])[C:9]([F:38])=[C:10]([F:37])[C:11]=2[F:36])[C:14]2[C:15]([F:24])=[C:16]([F:23])[C:17]([F:22])=[C:18]([F:21])[C:19]=2[F:20])=[C:26]([F:35])[C:27]([F:34])=[C:28]([F:33])[C:29]=1[F:32].[CH2:60]([NH+:58]([CH2:40][CH2:41][CH2:42][CH2:43][CH2:44][CH2:45][CH2:46][CH2:47][CH2:48][CH2:49][CH2:50][CH2:51][CH2:52][CH2:53][CH2:54][CH2:55][CH2:56][CH3:57])[CH3:59])[CH2:61][CH2:62][CH2:63][CH2:64][CH2:65][CH2:66][CH2:67][CH2:68][CH2:69][CH2:70][CH2:71][CH2:72][CH2:73][CH2:74][CH2:75][CH2:76][CH3:77].[NH:1]1[CH:5]=[N:4][C-:3]=[N:2]1. The catalyst class is: 11. (2) Reactant: Br[CH2:2][C:3]([C:5]1[C:10]([CH3:11])=[CH:9][C:8]([O:12][CH:13]2[CH2:17][CH2:16][CH2:15][CH2:14]2)=[CH:7][C:6]=1[CH3:18])=O.[NH2:19][C:20]([NH2:22])=[S:21]. Product: [CH:13]1([O:12][C:8]2[CH:9]=[C:10]([CH3:11])[C:5]([C:3]3[N:19]=[C:20]([NH2:22])[S:21][CH:2]=3)=[C:6]([CH3:18])[CH:7]=2)[CH2:17][CH2:16][CH2:15][CH2:14]1. The catalyst class is: 14. (3) Reactant: [F:1][CH:2]([F:35])[O:3][C:4]1[CH:5]=[C:6]([CH:14]([N:19]2[CH2:27][C:26]3[C:21](=[C:22]([NH:28][C:29]([CH:31]4[CH2:33][CH2:32]4)=[O:30])[CH:23]=[CH:24][CH:25]=3)[C:20]2=[O:34])[CH2:15][C:16](O)=[O:17])[CH:7]=[CH:8][C:9]=1[O:10][CH:11]([F:13])[F:12].C(N1C=CN=C1)([N:38]1C=CN=C1)=O.[OH-].[NH4+].O. Product: [F:1][CH:2]([F:35])[O:3][C:4]1[CH:5]=[C:6]([CH:14]([N:19]2[C:20](=[O:34])[C:21]3[C:26](=[CH:25][CH:24]=[CH:23][C:22]=3[NH:28][C:29]([CH:31]3[CH2:33][CH2:32]3)=[O:30])[CH2:27]2)[CH2:15][C:16](=[O:17])[NH2:38])[CH:7]=[CH:8][C:9]=1[O:10][CH:11]([F:13])[F:12]. The catalyst class is: 7. (4) Product: [Cl:8][C:9]1[CH:10]=[C:11]([C:22](=[O:36])/[CH:23]=[CH:24]/[C:25]2[CH:26]=[CH:27][C:28](/[CH:31]=[CH:32]/[C:33]([NH:45][OH:46])=[O:35])=[CH:29][CH:30]=2)[CH:12]=[C:13]([N:15]2[CH2:16][CH2:17][N:18]([CH3:21])[CH2:19][CH2:20]2)[CH:14]=1. Reactant: FC(F)(F)C(O)=O.[Cl:8][C:9]1[CH:10]=[C:11]([C:22](=[O:36])/[CH:23]=[CH:24]/[C:25]2[CH:30]=[CH:29][C:28](/[CH:31]=[CH:32]/[C:33]([OH:35])=O)=[CH:27][CH:26]=2)[CH:12]=[C:13]([N:15]2[CH2:20][CH2:19][N:18]([CH3:21])[CH2:17][CH2:16]2)[CH:14]=1.C1C=CC2[N:45]([OH:46])N=NC=2C=1.C(Cl)CCl.NOC1CCCCO1. The catalyst class is: 1. (5) Reactant: [CH:1]1([S:4]([C:7]2[CH:12]=[N:11][CH:10]=[C:9]3[N:13]([C@@H:16]([CH2:20][CH:21]4[CH2:26][CH2:25][O:24][CH2:23][CH2:22]4)[C:17](O)=[O:18])[N:14]=[CH:15][C:8]=23)(=[O:6])=[O:5])[CH2:3][CH2:2]1.Cl.[F:28][C:29]1[S:33][C:32]([NH2:34])=[N:31][CH:30]=1.CCN=C=NCCCN(C)C. Product: [CH:1]1([S:4]([C:7]2[CH:12]=[N:11][CH:10]=[C:9]3[N:13]([C@@H:16]([CH2:20][CH:21]4[CH2:26][CH2:25][O:24][CH2:23][CH2:22]4)[C:17]([NH:34][C:32]4[S:33][C:29]([F:28])=[CH:30][N:31]=4)=[O:18])[N:14]=[CH:15][C:8]=23)(=[O:6])=[O:5])[CH2:3][CH2:2]1. The catalyst class is: 192.